Dataset: hERG Central: cardiac toxicity at 1µM, 10µM, and general inhibition. Task: Predict hERG channel inhibition at various concentrations. (1) The molecule is CN1CCN(C(=O)/C=C/c2ccc([N+](=O)[O-])cc2)CC1. Results: hERG_inhib (hERG inhibition (general)): blocker. (2) The drug is O=C(NC1CCCC1)C(c1cccnc1)N(CCc1ccccc1)C(=O)c1ccco1. Results: hERG_inhib (hERG inhibition (general)): blocker.